Predict the reactants needed to synthesize the given product. From a dataset of Full USPTO retrosynthesis dataset with 1.9M reactions from patents (1976-2016). (1) Given the product [CH3:22][O:21][C:13]1[CH:14]=[C:15]([NH2:18])[CH:16]=[CH:17][C:12]=1[O:11][CH2:10][CH2:9][N:6]1[CH2:7][CH2:8][CH:3]([O:2][CH3:1])[CH2:4][CH2:5]1, predict the reactants needed to synthesize it. The reactants are: [CH3:1][O:2][CH:3]1[CH2:8][CH2:7][N:6]([CH2:9][CH2:10][O:11][C:12]2[CH:17]=[CH:16][C:15]([N+:18]([O-])=O)=[CH:14][C:13]=2[O:21][CH3:22])[CH2:5][CH2:4]1. (2) Given the product [Br:1][C:2]1[CH:7]=[CH:6][C:5]([NH:8][C:19]2[C:11]([NH:10][S:21]([CH:24]3[CH2:25][CH2:26]3)(=[O:22])=[O:23])=[CH:12][C:13]3[O:17][CH:16]=[N:15][C:14]=3[C:18]=2[F:20])=[C:4]([Cl:28])[CH:3]=1, predict the reactants needed to synthesize it. The reactants are: [Br:1][C:2]1[CH:7]=[CH:6][C:5]([N:8]2[C:19]3[C:11](=[CH:12][C:13]4[O:17][CH:16]=[N:15][C:14]=4[C:18]=3[F:20])[N:10]([S:21]([CH:24]3[CH2:26][CH2:25]3)(=[O:23])=[O:22])C2=O)=[C:4]([Cl:28])[CH:3]=1.C[Si](C)(C)[O-].[K+]. (3) The reactants are: Cl[C:2]1C=CC=C(C(OO)=O)C=1.[Cl:12][CH:13]1[CH:25]=[C:17]2[CH2:18][O:19][CH2:20][C:21]3[CH:22]=[CH:23][CH:24]=[C:15]([C:16]=32)[C:14]1([C:28]1[N:33]=[C:32]([S:34](=O)(=[O:37])NC)[N:31]=[C:30]([NH2:39])[N:29]=1)[C:26]#[N:27]. Given the product [Cl:12][CH:13]1[CH:25]=[C:17]2[CH2:18][O:19][CH2:20][C:21]3[CH:22]=[CH:23][CH:24]=[C:15]([C:16]=32)[C:14]1([C:28]1[N:33]=[C:32]([S:34]([CH3:2])=[O:37])[N:31]=[C:30]([NH2:39])[N:29]=1)[C:26]#[N:27], predict the reactants needed to synthesize it. (4) The reactants are: [Cl:1][C:2]1[CH:7]=[CH:6][C:5]([S:8](Cl)(=[O:10])=[O:9])=[CH:4][C:3]=1[N+:12]([O-:14])=[O:13].Cl.[CH3:16][NH2:17]. Given the product [Cl:1][C:2]1[CH:7]=[CH:6][C:5]([S:8]([NH:17][CH3:16])(=[O:10])=[O:9])=[CH:4][C:3]=1[N+:12]([O-:14])=[O:13], predict the reactants needed to synthesize it. (5) Given the product [C:1]([C:4]1[CH:5]=[CH:6][C:7]2[S:11][C:10](=[N:12][C:13](=[O:24])[C:14]3[CH:19]=[CH:18][CH:17]=[C:16]([C:20]([F:22])([F:23])[F:21])[CH:15]=3)[N:9]([CH:27]([CH3:33])[C:28]([OH:30])=[O:29])[C:8]=2[CH:25]=1)(=[O:3])[CH3:2], predict the reactants needed to synthesize it. The reactants are: [C:1]([C:4]1[CH:5]=[CH:6][C:7]2[S:11][C:10]([NH:12][C:13](=[O:24])[C:14]3[CH:19]=[CH:18][CH:17]=[C:16]([C:20]([F:23])([F:22])[F:21])[CH:15]=3)=[N:9][C:8]=2[CH:25]=1)(=[O:3])[CH3:2].Br[CH:27]([CH3:33])[C:28]([O:30]CC)=[O:29].ClC1C=C(C=CC=1)C(NC1SC2C(F)=C(F)C(F)=CC=2N=1)=O.BrCC(OCC)=O. (6) Given the product [C:16]([NH:19][CH2:20][CH2:21][CH2:22][C@H:23]([NH2:27])[C:24]([NH:11][C:10]1[CH:12]=[CH:13][C:7]([O:6][C:5]2[CH:14]=[CH:15][C:2]([F:1])=[CH:3][CH:4]=2)=[CH:8][CH:9]=1)=[O:25])(=[O:18])[CH3:17], predict the reactants needed to synthesize it. The reactants are: [F:1][C:2]1[CH:15]=[CH:14][C:5]([O:6][C:7]2[CH:13]=[CH:12][C:10]([NH2:11])=[CH:9][CH:8]=2)=[CH:4][CH:3]=1.[C:16]([NH:19][CH2:20][CH2:21][CH2:22][C@H:23]([NH:27]C(OC(C)(C)C)=O)[C:24](O)=[O:25])(=[O:18])[CH3:17]. (7) Given the product [CH3:31][N:32]1[CH2:33][CH2:34][N:35]([C:38]2[CH:43]=[CH:42][C:41]([NH:44][CH:2]=[C:3]3[C:11]4[C:6](=[CH:7][C:8]([C:12]([C:14]5[CH:15]=[C:16]([NH:20][C:21]([C:23]6[N:24]([CH2:28][CH3:29])[N:25]=[CH:26][CH:27]=6)=[O:22])[CH:17]=[CH:18][CH:19]=5)=[O:13])=[CH:9][CH:10]=4)[NH:5][C:4]3=[O:30])=[CH:40][CH:39]=2)[CH2:36][CH2:37]1, predict the reactants needed to synthesize it. The reactants are: O[CH:2]=[C:3]1[C:11]2[C:6](=[CH:7][C:8]([C:12]([C:14]3[CH:15]=[C:16]([NH:20][C:21]([C:23]4[N:24]([CH2:28][CH3:29])[N:25]=[CH:26][CH:27]=4)=[O:22])[CH:17]=[CH:18][CH:19]=3)=[O:13])=[CH:9][CH:10]=2)[NH:5][C:4]1=[O:30].[CH3:31][N:32]1[CH2:37][CH2:36][N:35]([C:38]2[CH:43]=[CH:42][C:41]([NH2:44])=[CH:40][CH:39]=2)[CH2:34][CH2:33]1. (8) Given the product [NH2:9][C:3]1[C:2]([Br:1])=[CH:7][N:6]=[C:5]([N:22]2[CH2:21][CH2:20][N:19]([C:25]([O:27][C:28]([CH3:31])([CH3:30])[CH3:29])=[O:26])[CH2:24][CH2:23]2)[N:4]=1, predict the reactants needed to synthesize it. The reactants are: [Br:1][C:2]1[C:3]([NH2:9])=[N:4][C:5](Cl)=[N:6][CH:7]=1.C(N(CC)C(C)C)(C)C.[N:19]1([C:25]([O:27][C:28]([CH3:31])([CH3:30])[CH3:29])=[O:26])[CH2:24][CH2:23][NH:22][CH2:21][CH2:20]1. (9) Given the product [C:16]([NH:1][C:2]1[CH:3]=[CH:4][C:5]([NH:8][C:9](=[O:15])[O:10][C:11]([CH3:12])([CH3:14])[CH3:13])=[CH:6][CH:7]=1)(=[O:19])[CH:17]=[CH2:18], predict the reactants needed to synthesize it. The reactants are: [NH2:1][C:2]1[CH:7]=[CH:6][C:5]([NH:8][C:9](=[O:15])[O:10][C:11]([CH3:14])([CH3:13])[CH3:12])=[CH:4][CH:3]=1.[C:16](Cl)(=[O:19])[CH:17]=[CH2:18].